Predict the reaction yield, written as a fraction of the theoretical maximum amount of product (1.0 means a 100% yield; for example, 0.34 means a 34% yield). From a dataset of Reaction yield outcomes from USPTO patents with 853,638 reactions. (1) The reactants are [CH3:1][O:2][C:3]1[CH:8]=[CH:7][C:6]([N:9]2[C:13]3[C:14](=[O:29])[N:15]([C:18]4[CH:23]=[CH:22][C:21]([C:24]5([NH:27][CH3:28])[CH2:26][CH2:25]5)=[CH:20][CH:19]=4)[CH2:16][CH2:17][C:12]=3[C:11]([C:30]([F:33])([F:32])[F:31])=[N:10]2)=[CH:5][CH:4]=1.C=O.[CH3:36]C(O)=O.[BH3-]C#N.[Na+].[OH-].[Na+]. The catalyst is CC#N.CC(C)=O. The product is [CH3:28][N:27]([CH3:36])[C:24]1([C:21]2[CH:22]=[CH:23][C:18]([N:15]3[CH2:16][CH2:17][C:12]4[C:11]([C:30]([F:32])([F:33])[F:31])=[N:10][N:9]([C:6]5[CH:7]=[CH:8][C:3]([O:2][CH3:1])=[CH:4][CH:5]=5)[C:13]=4[C:14]3=[O:29])=[CH:19][CH:20]=2)[CH2:26][CH2:25]1. The yield is 0.510. (2) The reactants are [Cl:1][C:2]1[CH:9]=[C:8]([Cl:10])[CH:7]=[C:6]([OH:11])[C:3]=1[CH:4]=[O:5].[C:12](=O)([O-])[O-].[K+].[K+].IC. The catalyst is CN(C)C=O.O. The product is [Cl:1][C:2]1[CH:9]=[C:8]([Cl:10])[CH:7]=[C:6]([O:11][CH3:12])[C:3]=1[CH:4]=[O:5]. The yield is 0.970. (3) The catalyst is CCOCC. The reactants are [C-:1]#[N:2].[K+].[C:4]1([CH:14]=[O:15])[C:13]2[C:8](=[CH:9][CH:10]=[CH:11][CH:12]=2)[CH:7]=[CH:6][CH:5]=1.C(O)(=O)C. The yield is 0.910. The product is [OH:15][CH:14]([C:4]1[C:13]2[C:8](=[CH:9][CH:10]=[CH:11][CH:12]=2)[CH:7]=[CH:6][CH:5]=1)[C:1]#[N:2]. (4) The reactants are Br[C:2]1[CH:3]=[C:4]([CH:9]=[C:10]([O:12][CH3:13])[CH:11]=1)[C:5]([O:7][CH3:8])=[O:6].[F:14][C:15]1[CH:16]=[C:17](B(O)O)[CH:18]=[CH:19][CH:20]=1. The catalyst is CO.O1CCOCC1.C1C=CC([P]([Pd]([P](C2C=CC=CC=2)(C2C=CC=CC=2)C2C=CC=CC=2)([P](C2C=CC=CC=2)(C2C=CC=CC=2)C2C=CC=CC=2)[P](C2C=CC=CC=2)(C2C=CC=CC=2)C2C=CC=CC=2)(C2C=CC=CC=2)C2C=CC=CC=2)=CC=1. The product is [F:14][C:15]1[CH:20]=[C:19]([C:2]2[CH:3]=[C:4]([CH:9]=[C:10]([O:12][CH3:13])[CH:11]=2)[C:5]([O:7][CH3:8])=[O:6])[CH:18]=[CH:17][CH:16]=1. The yield is 0.880. (5) The yield is 0.785. No catalyst specified. The reactants are [CH3:1][O:2][C:3]1[C:12]([NH:13][C:14](=[O:22])OC2C=CC=CC=2)=[CH:11][C:10]2[C:5](=[CH:6][CH:7]=[CH:8][CH:9]=2)[CH:4]=1.[F:23][C:24]1[CH:25]=[C:26]([N:31]2[CH2:36][CH2:35][NH:34][CH2:33][CH2:32]2)[CH:27]=[C:28]([F:30])[CH:29]=1. The product is [CH3:1][O:2][C:3]1[C:12]([NH:13][C:14]([N:34]2[CH2:33][CH2:32][N:31]([C:26]3[CH:25]=[C:24]([F:23])[CH:29]=[C:28]([F:30])[CH:27]=3)[CH2:36][CH2:35]2)=[O:22])=[CH:11][C:10]2[C:5](=[CH:6][CH:7]=[CH:8][CH:9]=2)[CH:4]=1. (6) The reactants are [O:1]=[C:2]1[C:6]2([CH2:11][CH2:10][NH:9][CH2:8][CH2:7]2)[N:5]([C:12]2[CH:17]=[CH:16][CH:15]=[CH:14][CH:13]=2)[CH2:4][N:3]1[CH2:18][C:19]1[CH:20]=[C:21]([CH:29]=[CH:30][CH:31]=1)[C:22]([O:24][C:25]([CH3:28])([CH3:27])[CH3:26])=[O:23].I[C:33]1[CH:38]=[CH:37][C:36]([CH2:39][CH2:40][CH2:41][CH3:42])=[CH:35][CH:34]=1.C(=O)([O-])[O-].[K+].[K+]. The catalyst is CN(C)C=O.C(OCC)(=O)C. The product is [O:1]=[C:2]1[C:6]2([CH2:11][CH2:10][N:9]([CH2:42][CH2:41][CH2:40][CH2:39][C:36]3[CH:37]=[CH:38][CH:33]=[CH:34][CH:35]=3)[CH2:8][CH2:7]2)[N:5]([C:12]2[CH:13]=[CH:14][CH:15]=[CH:16][CH:17]=2)[CH2:4][N:3]1[CH2:18][C:19]1[CH:20]=[C:21]([CH:29]=[CH:30][CH:31]=1)[C:22]([O:24][C:25]([CH3:28])([CH3:26])[CH3:27])=[O:23]. The yield is 0.900. (7) The reactants are [F:1][C:2]1[CH:15]=[C:14]([F:16])[CH:13]=[CH:12][C:3]=1[O:4][C:5]1[O:9][C:8]([CH:10]=O)=[CH:7][CH:6]=1.[NH3:17].CO. The catalyst is [Ni]. The product is [F:1][C:2]1[CH:15]=[C:14]([F:16])[CH:13]=[CH:12][C:3]=1[O:4][C:5]1[O:9][C:8]([CH2:10][NH2:17])=[CH:7][CH:6]=1. The yield is 0.877.